This data is from Reaction yield outcomes from USPTO patents with 853,638 reactions. The task is: Predict the reaction yield, written as a fraction of the theoretical maximum amount of product (1.0 means a 100% yield; for example, 0.34 means a 34% yield). The reactants are [CH3:1][C:2]1([C:9]#[C:10][Si:11]([CH3:14])([CH3:13])[CH3:12])[CH2:7][CH2:6][C:5](=[O:8])[CH:4]=[CH:3]1.[CH:15](OCC)=[O:16].C[O-].[Na+]. The catalyst is C1C=CC=CC=1.C(Cl)Cl.CCOCC. The product is [OH:16][CH:15]=[C:4]1[C:5](=[O:8])[CH:6]=[CH:7][C:2]([CH3:1])([C:9]#[C:10][Si:11]([CH3:12])([CH3:14])[CH3:13])[CH2:3]1. The yield is 0.940.